Dataset: Reaction yield outcomes from USPTO patents with 853,638 reactions. Task: Predict the reaction yield, written as a fraction of the theoretical maximum amount of product (1.0 means a 100% yield; for example, 0.34 means a 34% yield). (1) The reactants are CC1(C)CCCC(C)(C)N1.[CH2:11]([Li])[CH2:12][CH2:13][CH3:14].C1(N=C[C:24]2[CH:29]=[CH:28][CH:27]=[C:26]([O:30]C)C=2)CCCCC1.ICC.[NH4+].[Cl-].Cl.C1C[O:41][CH2:40]C1. The catalyst is O. The product is [CH2:13]([C:12]1[C:11]([O:41][CH3:40])=[CH:24][CH:29]=[CH:28][C:27]=1[CH:26]=[O:30])[CH3:14]. The yield is 0.630. (2) The reactants are [Cl:1][C:2]1[C:7]([NH:8][C:9]2[N:14]=[C:13]([S:15][C:16]#[N:17])[C:12]([N+:18]([O-])=O)=[CH:11][N:10]=2)=[CH:6][C:5]([NH:21][C:22](=[O:28])[O:23][C:24]([CH3:27])([CH3:26])[CH3:25])=[C:4]([F:29])[CH:3]=1. The catalyst is C(O)(=O)C. The product is [NH2:17][C:16]1[S:15][C:13]2[N:14]=[C:9]([NH:8][C:7]3[C:2]([Cl:1])=[CH:3][C:4]([F:29])=[C:5]([NH:21][C:22](=[O:28])[O:23][C:24]([CH3:27])([CH3:26])[CH3:25])[CH:6]=3)[N:10]=[CH:11][C:12]=2[N:18]=1. The yield is 0.0600. (3) The reactants are [OH:1][C:2]1[CH:9]=[CH:8][C:7]([F:10])=[CH:6][C:3]=1[CH:4]=[O:5].C([O-])([O-])=O.[K+].[K+].[CH2:17]([O:19][CH:20]([O:23][CH2:24][CH3:25])[CH2:21]Br)[CH3:18]. The catalyst is CN(C=O)C. The product is [CH2:17]([O:19][CH:20]([O:23][CH2:24][CH3:25])[CH2:21][O:1][C:2]1[CH:9]=[CH:8][C:7]([F:10])=[CH:6][C:3]=1[CH:4]=[O:5])[CH3:18]. The yield is 0.330. (4) The reactants are [Cl:1][C:2]1[CH:7]=[CH:6][C:5](/[C:8](/[CH3:24])=[CH:9]/[S:10]([NH:13][C:14]2[CH:19]=[CH:18][CH:17]=[CH:16][C:15]=2[S:20]([NH2:23])(=[O:22])=[O:21])(=[O:12])=[O:11])=[CH:4][CH:3]=1.ClC1C=CC(C(=C)CS(NC2C=CC=CC=2S(N)(=O)=O)(=O)=O)=CC=1. The catalyst is CCOC(C)=O. The product is [Cl:1][C:2]1[CH:7]=[CH:6][C:5]([CH:8]([CH3:24])[CH2:9][S:10]([NH:13][C:14]2[CH:19]=[CH:18][CH:17]=[CH:16][C:15]=2[S:20]([NH2:23])(=[O:22])=[O:21])(=[O:11])=[O:12])=[CH:4][CH:3]=1. The yield is 0.560. (5) The reactants are [CH3:1][C:2]1[CH:7]=[CH:6][C:5]([C:8]2[CH:13]=[CH:12][C:11]([C:14]3[O:18][N:17]=[C:16]([C:19]4[CH:45]=[CH:44][C:22]([CH2:23][N:24]([CH2:36][C:37]([O:39][C:40]([CH3:43])([CH3:42])[CH3:41])=[O:38])[C:25](=[O:35])[C:26]5[CH:31]=[CH:30][C:29]([N+:32]([O-])=O)=[CH:28][CH:27]=5)=[CH:21][CH:20]=4)[N:15]=3)=[CH:10][CH:9]=2)=[CH:4][CH:3]=1.O.S(S([O-])=O)([O-])=O.[Na+].[Na+]. The catalyst is C1COCC1.[Cl-].[Na+].O. The product is [NH2:32][C:29]1[CH:30]=[CH:31][C:26]([C:25]([N:24]([CH2:36][C:37]([O:39][C:40]([CH3:41])([CH3:42])[CH3:43])=[O:38])[CH2:23][C:22]2[CH:21]=[CH:20][C:19]([C:16]3[N:15]=[C:14]([C:11]4[CH:12]=[CH:13][C:8]([C:5]5[CH:6]=[CH:7][C:2]([CH3:1])=[CH:3][CH:4]=5)=[CH:9][CH:10]=4)[O:18][N:17]=3)=[CH:45][CH:44]=2)=[O:35])=[CH:27][CH:28]=1. The yield is 1.00.